Predict the reactants needed to synthesize the given product. From a dataset of Full USPTO retrosynthesis dataset with 1.9M reactions from patents (1976-2016). Given the product [CH3:13][C:6]1([CH3:14])[C:5]2[C:10](=[CH:11][CH:12]=[C:3]([OH:2])[CH:4]=2)[CH2:9][O:8][CH2:7]1, predict the reactants needed to synthesize it. The reactants are: C[O:2][C:3]1[CH:4]=[C:5]2[C:10](=[CH:11][CH:12]=1)[CH2:9][O:8][CH2:7][C:6]2([CH3:14])[CH3:13].BrB(Br)Br.O.